This data is from Plasma protein binding rate (PPBR) regression data from AstraZeneca. The task is: Regression/Classification. Given a drug SMILES string, predict its absorption, distribution, metabolism, or excretion properties. Task type varies by dataset: regression for continuous measurements (e.g., permeability, clearance, half-life) or binary classification for categorical outcomes (e.g., BBB penetration, CYP inhibition). For this dataset (ppbr_az), we predict Y. The molecule is COc1ccc2ncc(=O)n(CCN3CC[C@H](NCc4cc5c(cn4)OCCO5)[C@@H](OC)C3)c2c1. The Y is 83.4 %.